This data is from Full USPTO retrosynthesis dataset with 1.9M reactions from patents (1976-2016). The task is: Predict the reactants needed to synthesize the given product. (1) Given the product [CH3:13][O:12][C:9]1[CH:10]=[C:11]2[C:6](=[CH:7][C:8]=1[O:14][CH3:15])[N:5]=[CH:4][N:3]=[C:2]2[NH:26][C:18]1[CH:19]=[CH:20][C:21]([N+:23]([O-:25])=[O:24])=[CH:22][C:17]=1[F:16], predict the reactants needed to synthesize it. The reactants are: Cl[C:2]1[C:11]2[C:6](=[CH:7][C:8]([O:14][CH3:15])=[C:9]([O:12][CH3:13])[CH:10]=2)[N:5]=[CH:4][N:3]=1.[F:16][C:17]1[CH:22]=[C:21]([N+:23]([O-:25])=[O:24])[CH:20]=[CH:19][C:18]=1[NH2:26].Cl. (2) Given the product [Si:1]([O:18][CH:19]1[CH2:22][N:21]([C:23]2[S:24][CH:25]=[C:26]([C:28](=[O:29])[NH:53][CH2:52][CH2:51][O:50][Si:33]([C:46]([CH3:49])([CH3:48])[CH3:47])([C:40]3[CH:41]=[CH:42][CH:43]=[CH:44][CH:45]=3)[C:34]3[CH:39]=[CH:38][CH:37]=[CH:36][CH:35]=3)[N:27]=2)[CH2:20]1)([C:14]([CH3:15])([CH3:17])[CH3:16])([C:8]1[CH:13]=[CH:12][CH:11]=[CH:10][CH:9]=1)[C:2]1[CH:7]=[CH:6][CH:5]=[CH:4][CH:3]=1, predict the reactants needed to synthesize it. The reactants are: [Si:1]([O:18][CH:19]1[CH2:22][N:21]([C:23]2[S:24][CH:25]=[C:26]([C:28](OCC)=[O:29])[N:27]=2)[CH2:20]1)([C:14]([CH3:17])([CH3:16])[CH3:15])([C:8]1[CH:13]=[CH:12][CH:11]=[CH:10][CH:9]=1)[C:2]1[CH:7]=[CH:6][CH:5]=[CH:4][CH:3]=1.[Si:33]([O:50][CH2:51][CH2:52][NH2:53])([C:46]([CH3:49])([CH3:48])[CH3:47])([C:40]1[CH:45]=[CH:44][CH:43]=[CH:42][CH:41]=1)[C:34]1[CH:39]=[CH:38][CH:37]=[CH:36][CH:35]=1.C[Al](C)C.C(O)(=O)C.C(OCC)(=O)C. (3) The reactants are: [C:1]([C:3]1[CH:8]=[CH:7][C:6]([C@H:9]([NH:11][C:12]([C:14]2[C:22]3[C:17](=[N:18][CH:19]=[C:20]([C:23]4[C:31]5[C:26](=[CH:27][C:28]([F:32])=[CH:29][CH:30]=5)[N:25]([CH3:33])[N:24]=4)[N:21]=3)[N:16](COCC[Si](C)(C)C)[CH:15]=2)=[O:13])[CH3:10])=[CH:5][CH:4]=1)#[N:2].CCCC[N+](CCCC)(CCCC)CCCC.[F-]. Given the product [C:1]([C:3]1[CH:4]=[CH:5][C:6]([C@H:9]([NH:11][C:12]([C:14]2[C:22]3[C:17](=[N:18][CH:19]=[C:20]([C:23]4[C:31]5[C:26](=[CH:27][C:28]([F:32])=[CH:29][CH:30]=5)[N:25]([CH3:33])[N:24]=4)[N:21]=3)[NH:16][CH:15]=2)=[O:13])[CH3:10])=[CH:7][CH:8]=1)#[N:2], predict the reactants needed to synthesize it. (4) Given the product [CH3:1][O:2][C:3]1[C:4]([CH3:22])=[CH:5][C:6]([C:10]2[O:11][C:12]3[N:13]=[C:14]([S:20][CH3:21])[N:15]=[C:16]([O:19][CH2:30][CH2:31][CH3:32])[C:17]=3[N:18]=2)=[CH:7][C:8]=1[CH3:9], predict the reactants needed to synthesize it. The reactants are: [CH3:1][O:2][C:3]1[C:8]([CH3:9])=[CH:7][C:6]([C:10]2[O:11][C:12]3[N:13]=[C:14]([S:20][CH3:21])[N:15]=[C:16]([OH:19])[C:17]=3[N:18]=2)=[CH:5][C:4]=1[CH3:22].C(=O)([O-])[O-].[K+].[K+].Br[CH2:30][CH2:31][CH3:32].O.